Dataset: Full USPTO retrosynthesis dataset with 1.9M reactions from patents (1976-2016). Task: Predict the reactants needed to synthesize the given product. (1) Given the product [C:15]([O:19][C:20](=[O:40])[NH:21][CH2:22][CH2:23][CH2:24][CH2:25][C@H:26]([NH:29][C:30]([O:32][CH2:33][C:34]1[CH:39]=[CH:38][CH:37]=[CH:36][CH:35]=1)=[O:31])[CH:27]([C:2]1[S:1][C:5]2[CH:6]=[CH:7][CH:8]=[CH:9][C:4]=2[N:3]=1)[OH:28])([CH3:18])([CH3:16])[CH3:17], predict the reactants needed to synthesize it. The reactants are: [S:1]1[C:5]2[CH:6]=[CH:7][CH:8]=[CH:9][C:4]=2[N:3]=[CH:2]1.[Li]CCCC.[C:15]([O:19][C:20](=[O:40])[NH:21][CH2:22][CH2:23][CH2:24][CH2:25][C@H:26]([NH:29][C:30]([O:32][CH2:33][C:34]1[CH:39]=[CH:38][CH:37]=[CH:36][CH:35]=1)=[O:31])[CH:27]=[O:28])([CH3:18])([CH3:17])[CH3:16]. (2) Given the product [F:19][C:2]([F:1])([F:18])[C:3]1[CH:12]=[CH:11][C:10]2[CH2:9][CH:8]([C:13]([OH:15])=[O:14])[CH2:7][CH2:6][C:5]=2[N:4]=1, predict the reactants needed to synthesize it. The reactants are: [F:1][C:2]([F:19])([F:18])[C:3]1[CH:12]=[CH:11][C:10]2[CH2:9][CH:8]([C:13]([O:15]CC)=[O:14])[CH2:7][CH2:6][C:5]=2[N:4]=1.[OH-].[Na+]. (3) Given the product [CH3:22][C:23]1[CH:24]=[C:25]([CH:29]=[CH:30][CH:31]=1)[C:26]([N:1]1[CH2:2][CH2:3][C:4]2([O:11][C:10]3[C:12]4[C:17]([C:18](=[O:21])[C:19](=[O:20])[C:9]=3[S:8][CH2:7]2)=[CH:16][CH:15]=[CH:14][CH:13]=4)[CH2:5][CH2:6]1)=[O:27], predict the reactants needed to synthesize it. The reactants are: [NH:1]1[CH2:6][CH2:5][C:4]2([O:11][C:10]3[C:12]4[C:17]([C:18](=[O:21])[C:19](=[O:20])[C:9]=3[S:8][CH2:7]2)=[CH:16][CH:15]=[CH:14][CH:13]=4)[CH2:3][CH2:2]1.[CH3:22][C:23]1[CH:24]=[C:25]([CH:29]=[CH:30][CH:31]=1)[C:26](Cl)=[O:27]. (4) Given the product [CH2:1]([O:8][C:9]1[C:14]([Br:20])=[CH:13][C:12]([C:15](=[O:17])[CH3:16])=[C:11]([CH3:18])[CH:10]=1)[C:2]1[CH:3]=[CH:4][CH:5]=[CH:6][CH:7]=1, predict the reactants needed to synthesize it. The reactants are: [CH2:1]([O:8][C:9]1[CH:14]=[CH:13][C:12]([C:15](=[O:17])[CH3:16])=[C:11]([CH3:18])[CH:10]=1)[C:2]1[CH:7]=[CH:6][CH:5]=[CH:4][CH:3]=1.[Na+].[Br-:20].OOS([O-])=O.[K+].S([O-])([O-])=O.[Na+].[Na+]. (5) Given the product [Cl:1][C:2]1[CH:3]=[C:4]([CH2:17][N:18]2[C:22]([CH3:23])=[CH:21][C:20]([NH:24][C:25](=[O:29])[CH:26]([CH3:28])[CH3:27])=[N:19]2)[C:5]2[O:9][C:8]([C:10]3[CH:11]=[CH:12][CH:13]=[CH:14][CH:15]=3)=[CH:7][C:6]=2[CH:16]=1, predict the reactants needed to synthesize it. The reactants are: [Cl:1][C:2]1[CH:3]=[C:4]([CH2:17][N:18]2[C:22]([CH3:23])=[CH:21][C:20]([NH2:24])=[N:19]2)[C:5]2[O:9][C:8]([C:10]3[CH:15]=[CH:14][CH:13]=[CH:12][CH:11]=3)=[CH:7][C:6]=2[CH:16]=1.[C:25](Cl)(=[O:29])[CH:26]([CH3:28])[CH3:27].CCN(CC)CC. (6) Given the product [CH3:1][C:2]([CH3:22])([CH3:21])[CH2:3][N:4]([CH2:13][C:14]1[CH:19]=[CH:18][C:17]([C:24]#[C:23][Si:25]([CH3:28])([CH3:27])[CH3:26])=[CH:16][CH:15]=1)[C:5]1[CH:10]=[CH:9][N:8]=[C:7]([C:11]#[N:12])[N:6]=1, predict the reactants needed to synthesize it. The reactants are: [CH3:1][C:2]([CH3:22])([CH3:21])[CH2:3][N:4]([CH2:13][C:14]1[CH:19]=[CH:18][C:17](I)=[CH:16][CH:15]=1)[C:5]1[CH:10]=[CH:9][N:8]=[C:7]([C:11]#[N:12])[N:6]=1.[C:23]([Si:25]([CH3:28])([CH3:27])[CH3:26])#[CH:24].C(N(CC)CC)C.O. (7) Given the product [F:6][C:7]([F:18])([O:11][C:12]1[CH:13]=[CH:14][C:15]([S:1]([O-:3])(=[O:5])=[O:2])=[CH:16][CH:17]=1)[CH:8]([F:9])[F:10].[Na+:20], predict the reactants needed to synthesize it. The reactants are: [S:1](=[O:5])(=O)([OH:3])[OH:2].[F:6][C:7]([F:18])([O:11][C:12]1[CH:17]=[CH:16][CH:15]=[CH:14][CH:13]=1)[CH:8]([F:10])[F:9].[OH-].[Na+:20]. (8) Given the product [C:1]([O:5][C:6]([CH:7]1[CH:23]([C:19]2[CH:20]=[CH:21][CH:22]=[C:17]([Cl:16])[C:18]=2[F:35])[C:24]([C:27]2[CH:32]=[CH:31][C:30]([Cl:33])=[CH:29][C:28]=2[F:34])([C:25]#[N:26])[CH:9]([CH2:10][C:11]([CH3:14])([CH3:13])[CH3:12])[NH:8]1)=[O:15])([CH3:4])([CH3:3])[CH3:2], predict the reactants needed to synthesize it. The reactants are: [C:1]([O:5][C:6](=[O:15])[CH2:7]/[N:8]=[CH:9]/[CH2:10][C:11]([CH3:14])([CH3:13])[CH3:12])([CH3:4])([CH3:3])[CH3:2].[Cl:16][C:17]1[C:18]([F:35])=[C:19](/[CH:23]=[C:24](/[C:27]2[CH:32]=[CH:31][C:30]([Cl:33])=[CH:29][C:28]=2[F:34])\[C:25]#[N:26])[CH:20]=[CH:21][CH:22]=1.C(N(CC)CC)C. (9) Given the product [CH:12]([O:15][C:16]1[N:17]=[CH:18][C:19]([C:22]2[S:4][C:3]3[CH:5]=[CH:6][CH:7]=[CH:8][C:2]=3[C:1](=[O:10])[N:23]=2)=[CH:20][CH:21]=1)([CH3:14])[CH3:13], predict the reactants needed to synthesize it. The reactants are: [C:1]([O:10]C)(=O)[C:2]1[C:3](=[CH:5][CH:6]=[CH:7][CH:8]=1)[SH:4].[CH:12]([O:15][C:16]1[CH:21]=[CH:20][C:19]([C:22]#[N:23])=[CH:18][N:17]=1)([CH3:14])[CH3:13].C(N(CC)CC)C.